Dataset: Human Reference Interactome with 51,813 positive PPI pairs across 8,248 proteins, plus equal number of experimentally-validated negative pairs. Task: Binary Classification. Given two protein amino acid sequences, predict whether they physically interact or not. (1) Protein 1 (ENSG00000160472) has sequence MLGCGIPALGLLLLLQGSADGNGIQGFFYPWSCEGDIWDRESCGGQAAIDSPNLCLRLRCCYRNGVCYHQRPDENVRRKHMWALVWTCSGLLLLSCSICLFWWAKRRDVLHMPGFLAGPCDMSKSVSLLSKHRGTKKTPSTGSVPVALSKESRDVEGGTEGEGTEEGEETEGEEEED*. Protein 2 (ENSG00000204571) has sequence MGCCGCSGGCGSGCGGCGSGSGGCGSGCGGCGSSCCVPICCCKPVCCCVPACSCSSCGSCGGSKGGCGSCGSSKGGCGSCGCSQSNCCKPCCSSSGCGSFCCQSSCSKPCCCQSSCCQSSCCKPCCCQSSCCQSSCFKPCCCQSSCCVPVCCQCKI*MGCCGCSGGCGSGCGGCGSGSGGCGSGCGGCGSSCCVPICCCKPVCCCVPACSCSSCGSCGGSKGGCGSCGSSKGGCGSCGCSQSNCCKPCCSSSGCGSFCCQSSCSKPCCCQSSCCQSSCCKPCCCQSSCCQSSCFKPCCCQ.... Result: 1 (the proteins interact). (2) Protein 1 (ENSG00000103363) has sequence MDVFLMIRRHKTTIFTDAKESSTVFELKRIVEGILKRPPDEQRLYKDDQLLDDGKTLGECGFTSQTARPQAPATVGLAFRADDTFEALCIEPFSSPPELPDVMKPQDSGSSANEQAVHLHVHSQTMAKSRNTSWSQCPGLTACSTREPQDGPTQVHPRWGL*MDVFLMIRRHKTTIFTDAKESSTVFELKRIVEGILKRPPDEQRLYKDDQLLDDGKTLGECGFTSQTARPQAPATVGLAFRADDTFEALCIEPFSSPPELPDVMKPQDSGSSANEQAVQ*MIRRHKTTIFTDAKESSTV.... Protein 2 (ENSG00000081248) has sequence MEPSSPQDEGLRKKQPKKPVPEILPRPPRALFCLTLENPLRKACISIVEWKPFETIILLTIFANCVALAVYLPMPEDDNNSLNLGLEKLEYFFLIVFSIEAAMKIIAYGFLFHQDAYLRSGWNVLDFTIVFLGVFTVILEQVNVIQSHTAPMSSKGAGLDVKALRAFRVLRPLRLVSGVPSLQVVLNSIFKAMLPLFHIALLVLFMVIIYAIIGLELFKGKMHKTCYFIGTDIVATVENEEPSPCARTGSGRRCTINGSECRGGWPGPNHGITHFDNFGFSMLTVYQCITMEGWTDVLYW.... Result: 0 (the proteins do not interact). (3) Protein 1 (ENSG00000073111) has sequence MAESSESFTMASSPAQRRRGNDPLTSSPGRSSRRTDALTSSPGRDLPPFEDESEGLLGTEGPLEEEEDGEELIGDGMERDYRAIPELDAYEAEGLALDDEDVEELTASQREAAERAMRQRDREAGRGLGRMRRGLLYDSDEEDEERPARKRRQVERATEDGEEDEEMIESIENLEDLKGHSVREWVSMAGPRLEIHHRFKNFLRTHVDSHGHNVFKERISDMCKENRESLVVNYEDLAAREHVLAYFLPEAPAELLQIFDEAALEVVLAMYPKYDRITNHIHVRISHLPLVEELRSLRQL.... Protein 2 (ENSG00000176531) has sequence MGTRSSPEEGTPPPLVPECDVEVQPQGHPEESREQEASEVLAEPSSRGGAEQQAEEEEVGEGSSTESSRDAPEATPPIAMAATPPASTSSREGVRGAARRLQGQQLEALTRVALMEQRVKELQRQRKELRIEMEVEVALLRGELAGERVAARREEEQLRELLEQQAASEQRGRQQREQEQRRLSQERDRLEGLRQRLRKAQGQLDSQPEDQRERLLQGVQEMREQLDVAQRAYEDLEFQQLERESRQEEEDRDSPGPQVPDPKVQELQASMAQHRRGALQHRIRVLEEQLKSLGEQMAAE.... Result: 0 (the proteins do not interact). (4) Protein 1 (ENSG00000108405) has sequence MARRFQEELAAFLFEYDTPRMVLVRNKKVGVIFRLIQLVVLVYVIGWVFLYEKGYQTSSGLISSVSVKLKGLAVTQLPGLGPQVWDVADYVFPAQGDNSFVVMTNFIVTPKQTQGYCAEHPEGGICKEDSGCTPGKAKRKAQGIRTGKCVAFNDTVKTCEIFGWCPVEVDDDIPRPALLREAENFTLFIKNSISFPRFKVNRRNLVEEVNAAHMKTCLFHKTLHPLCPVFQLGYVVQESGQNFSTLAEKGGVVGITIDWHCDLDWHVRHCRPIYEFHGLYEEKNLSPGFNFRFARHFVEN.... Protein 2 (ENSG00000178927) has sequence MYLQVETRTSSRLHLKRAPGIRSWSLLVGILSIGLAAAYYSGDSLGWKLFYVTGCLFVAVQNLEDWEEAIFDKSTGKVVLKTFSLYKKLLTLFRAGHDQVVVLLHDVRDVSVEEEKVRYFGKGYMVVLRLATGFSHPLTQSAVMGHRSDVEAIAKLITSFLELHCLESPTELSQSSDSEAGDPASQS*MVVLRLATGFSHPLTQSAVMGHRSDVEAIAKLITSFLELHCLESPTELSQSSDSEAGDPASQS*MYLQVETRTSSRLHLKRAPGIRSWSLLVDSLGWKLFYVTGCLFVAVQN.... Result: 1 (the proteins interact). (5) Protein 1 (ENSG00000183580) has sequence DSDLSMRTLSTPSPALICPPNLPGFQNGRGSSTSSSSITGETVAMVHSPPPTRLTHPLIRLASRPQKEQASIDRLPDHSMVQIFSFLPTNQLCRCARVCRRWYNLAWDPRLWRTIRLTGETINVDRALKVLTRRLCQDTPNVCLMLETVTVSGCRRLTDRGLYTIAQCCPELRRLEVSGCYNISNEAVFDVVSLCPNLEHLDVSGCSKVTCISLTREASIKLSPLHGKQISIRYLDMTDCFVLEDEGLHTIAAHCTQLTHLYLRRCVRLTDEGLRYLVIYCASIKELSVSDCRFVSDFGL.... Protein 2 (ENSG00000120265) has sequence MPGARSGGSGGDGSNSGSYSGDASGAVTVWEVVSLLGKLLGTVVALKVVLYLLRVCLAMAWKSGGASHSELIHNLRSFQATISAPHMHAYALELLFDQLHEGAKALDVGSGSGILTACFARMVGCTGKVIGIDHIKELVDDSVNNVRKDDPTLLSSGRVQLVVGDGRMGYAEEAPYDAIHVGAAAPVVPQALIDQLKPGGRLILPVGPAGGNQMLEQYDKLQDGSIKMKPLMGVIYVPLTDKEKQWSRWK*MAWKSGGASHSELIHNLRKNGIIKTDKVFEVMLATDRSHYAKCNPYMDS.... Result: 0 (the proteins do not interact). (6) Protein 1 (ENSG00000170175) has sequence MTPGALLMLLGALGAPLAPGVRGSEAEGRLREKLFSGYDSSVRPAREVGDRVRVSVGLILAQLISLNEKDEEMSTKVYLDLEWTDYRLSWDPAEHDGIDSLRITAESVWLPDVVLLNNNDGNFDVALDISVVVSSDGSVRWQPPGIYRSSCSIQVTYFPFDWQNCTMVFSSYSYDSSEVSLQTGLGPDGQGHQEIHIHEGTFIENGQWEIIHKPSRLIQPPGDPRGGREGQRQEVIFYLIIRRKPLFYLVNVIAPCILITLLAIFVFYLPPDAGEKMGLSIFALLTLTVFLLLLADKVPE.... Protein 2 (ENSG00000165997) has sequence MGLIFAKLWSLFCNQEHKVIIVGLDNAGKTTILYQFLMNEVVHTSPTIGSNVEEIVVKNTHFLMWDIGGQESLRSSWNTYYSNTEFIILVVDSIDRERLAITKEELYRMLAHEDLRKAAVLIFANKQDMKGCMTAAEISKYLTLSSIKDHPWHIQSCCALTGEGLCQGLEWMTSRIGVR*. Result: 0 (the proteins do not interact).